This data is from Full USPTO retrosynthesis dataset with 1.9M reactions from patents (1976-2016). The task is: Predict the reactants needed to synthesize the given product. (1) Given the product [CH2:1]([N:5]1[C:14]2[CH2:13][CH2:12][CH2:11][CH2:10][C:9]=2[CH:8]=[C:7]([OH:26])[C:6]1=[O:17])[CH2:2][CH2:3][CH3:4], predict the reactants needed to synthesize it. The reactants are: [CH2:1]([N:5]1[C:14]2[CH2:13][CH2:12][CH2:11][CH2:10][C:9]=2[CH:8]=[C:7](C=O)[C:6]1=[O:17])[CH2:2][CH2:3][CH3:4].ClC1C=CC=C(C(OO)=[O:26])C=1.S([O-])([O-])(=O)=S.[Na+].[Na+].[OH-].[Na+].Cl. (2) Given the product [N:25]1([CH2:2][C:3]2[C:12]3[C:7](=[CH:8][CH:9]=[CH:10][CH:11]=3)[C:6]([C:13]([NH:15][C:16]3[C:17]([C:22]([OH:24])=[O:23])=[N:18][CH:19]=[CH:20][CH:21]=3)=[O:14])=[CH:5][CH:4]=2)[CH:29]=[CH:28][N:27]=[N:26]1, predict the reactants needed to synthesize it. The reactants are: Br[CH2:2][C:3]1[C:12]2[C:7](=[CH:8][CH:9]=[CH:10][CH:11]=2)[C:6]([C:13]([NH:15][C:16]2[C:17]([C:22]([OH:24])=[O:23])=[N:18][CH:19]=[CH:20][CH:21]=2)=[O:14])=[CH:5][CH:4]=1.[NH:25]1[CH:29]=[CH:28][N:27]=[N:26]1. (3) The reactants are: [CH:1]1([C:4]2[O:8][N:7]=[C:6]([C@H:9]3[CH2:14][CH2:13][CH2:12][CH2:11][C@@H:10]3[C:15]([F:18])([F:17])[F:16])[C:5]=2[CH2:19]O)[CH2:3][CH2:2]1.CCN(C(C)C)C(C)C.CS([Cl:34])(=O)=O. Given the product [Cl:34][CH2:19][C:5]1[C:6]([C@@H:9]2[CH2:14][CH2:13][CH2:12][CH2:11][C@H:10]2[C:15]([F:18])([F:17])[F:16])=[N:7][O:8][C:4]=1[CH:1]1[CH2:3][CH2:2]1, predict the reactants needed to synthesize it. (4) Given the product [N:21]([CH2:2][C@H:3]1[CH2:7][C:6]2[CH:8]=[C:9]([F:20])[CH:10]=[C:11]([C:12]3[CH:17]=[C:16]([Cl:18])[CH:15]=[CH:14][C:13]=3[CH3:19])[C:5]=2[O:4]1)=[N+:22]=[N-:23], predict the reactants needed to synthesize it. The reactants are: Br[CH2:2][CH:3]1[CH2:7][C:6]2[CH:8]=[C:9]([F:20])[CH:10]=[C:11]([C:12]3[CH:17]=[C:16]([Cl:18])[CH:15]=[CH:14][C:13]=3[CH3:19])[C:5]=2[O:4]1.[N:21](CC1CC2C=C(Cl)C=C(C3C=CSC=3)C=2O1)=[N+:22]=[N-:23]. (5) The reactants are: Cl[C:2]1[N:6]([CH2:7][C:8]2[CH:13]=[CH:12][C:11]([C:14]3[CH:19]=[CH:18][CH:17]=[CH:16][C:15]=3[C:20]#[N:21])=[CH:10][CH:9]=2)[C:5]2[C:22]([C:26]([O:28][CH2:29][CH3:30])=[O:27])=[CH:23][CH:24]=[CH:25][C:4]=2[N:3]=1.[CH3:31][CH2:32][O-:33].[Na+]. Given the product [C:20]([C:15]1[CH:16]=[CH:17][CH:18]=[CH:19][C:14]=1[C:11]1[CH:12]=[CH:13][C:8]([CH2:7][N:6]2[C:5]3[C:22]([C:26]([O:28][CH2:29][CH3:30])=[O:27])=[CH:23][CH:24]=[CH:25][C:4]=3[N:3]=[C:2]2[O:33][CH2:32][CH3:31])=[CH:9][CH:10]=1)#[N:21], predict the reactants needed to synthesize it.